The task is: Predict the reaction yield, written as a fraction of the theoretical maximum amount of product (1.0 means a 100% yield; for example, 0.34 means a 34% yield).. This data is from Reaction yield outcomes from USPTO patents with 853,638 reactions. (1) The reactants are CN(C(ON1N=NC2C=CC=NC1=2)=[N+](C)C)C.F[P-](F)(F)(F)(F)F.[NH2:25][CH2:26][C:27]1[C:28]([F:44])=[C:29]([O:34][C:35]2[CH:36]=[C:37]([CH:40]=[C:41]([Cl:43])[CH:42]=2)[C:38]#[N:39])[C:30]([Cl:33])=[CH:31][CH:32]=1.[Br:45][C:46]1[C:54]2[C:49](=[CH:50][CH:51]=[C:52]([NH:55][C:56]([O:58][C:59]([CH3:62])([CH3:61])[CH3:60])=[O:57])[CH:53]=2)[NH:48][C:47]=1[C:63](O)=[O:64].C(N(C(C)C)CC)(C)C. The catalyst is CN(C=O)C. The product is [Br:45][C:46]1[C:54]2[C:49](=[CH:50][CH:51]=[C:52]([NH:55][C:56](=[O:57])[O:58][C:59]([CH3:60])([CH3:61])[CH3:62])[CH:53]=2)[NH:48][C:47]=1[C:63]([NH:25][CH2:26][C:27]1[CH:32]=[CH:31][C:30]([Cl:33])=[C:29]([O:34][C:35]2[CH:36]=[C:37]([C:38]#[N:39])[CH:40]=[C:41]([Cl:43])[CH:42]=2)[C:28]=1[F:44])=[O:64]. The yield is 0.310. (2) The catalyst is CN(C=O)C. The product is [CH3:12][O:15][C:4]1[CH:5]=[C:6]2[C:10](=[CH:11][CH:3]=1)[N:9]([CH3:18])[N:8]=[CH:7]2. The yield is 0.470. The reactants are CO[C:3]1[CH:11]=[C:10]2[C:6]([CH:7]=[N:8][NH:9]2)=[CH:5][CH:4]=1.[C:12](=[O:15])([O-])[O-].[K+].[K+].[CH3:18]I.N#N.